Dataset: Forward reaction prediction with 1.9M reactions from USPTO patents (1976-2016). Task: Predict the product of the given reaction. (1) Given the reactants [N+:1]([C:4]1[CH:5]=[C:6]([CH:10]=[CH:11][C:12]=1[NH:13][CH2:14][CH2:15][CH3:16])[C:7]([OH:9])=[O:8])([O-])=O.[H][H], predict the reaction product. The product is: [NH2:1][C:4]1[CH:5]=[C:6]([CH:10]=[CH:11][C:12]=1[NH:13][CH2:14][CH2:15][CH3:16])[C:7]([OH:9])=[O:8]. (2) Given the reactants [NH2:1][C:2]1[C:3](=[O:14])[NH:4][N:5]=[C:6]([C:8]2[CH:13]=[CH:12][CH:11]=[CH:10][CH:9]=2)[CH:7]=1.[Br:15]N1C(=O)CCC1=O, predict the reaction product. The product is: [NH2:1][C:2]1[C:3](=[O:14])[NH:4][N:5]=[C:6]([C:8]2[CH:13]=[CH:12][CH:11]=[CH:10][CH:9]=2)[C:7]=1[Br:15]. (3) Given the reactants [CH2:6]([Sn](=O)[CH2:6][CH2:7][CH2:8][CH3:9])[CH2:7][CH2:8][CH3:9].[C:11]([O-])(=O)[C:12]([O-:14])=[O:13].[Sn+4].[C:18]([O-])(=O)C([O-])=O.[OH-].[K+].[C:26]1([CH2:32][CH2:33]O)[CH:31]=[CH:30][CH:29]=[CH:28][CH:27]=1, predict the reaction product. The product is: [C:12]([O:14][CH2:33][CH2:32][C:26]1[CH:31]=[CH:30][CH:29]=[CH:28][CH:27]=1)(=[O:13])[C:11]1[CH:9]=[CH:8][CH:7]=[CH:6][CH:18]=1.